Dataset: Experimentally validated miRNA-target interactions with 360,000+ pairs, plus equal number of negative samples. Task: Binary Classification. Given a miRNA mature sequence and a target amino acid sequence, predict their likelihood of interaction. (1) The miRNA is hsa-miR-629-3p with sequence GUUCUCCCAACGUAAGCCCAGC. The protein sequence of the target gene is MGNEASYQTELCNHFDQEEIRRLGKSFRKLDLDKSGSLSIEEFMRLPELQQNPLVGRVIDIFDTDGNGEVDFHEFIVGTSQFSVKGDEEQKLRFAFRIYDMDNDGFISNGELFQVLKMMVGNNLKDWQLQQLVDKSILVLDKDGDGRISFEEFSDVVKTMEIHKKLVVFVEHGQEDLKA. Result: 0 (no interaction). (2) The miRNA is hsa-miR-16-5p with sequence UAGCAGCACGUAAAUAUUGGCG. The protein sequence of the target gene is MAMFEQMRANVGKLLKGIDRYNPENLATLERYVETQAKENAYDLEANLAVLKLYQFNPAFFQTTVTAQILLKALTNLPHTDFTLCKCMIDQAHQEERPIRQILYLGDLLETCHFQAFWQALDENMDLLEGITGFEDSVRKFICHVVGITYQHIDRWLLAEMLGDLSDSQLKVWMSKYGWSADESGQIFICSQEESIKPKNIVEKIDFDSVSSIMASSQ. Result: 1 (interaction). (3) The miRNA is hsa-miR-3184-5p with sequence UGAGGGGCCUCAGACCGAGCUUUU. The protein sequence of the target gene is MSSTSSKRAPTTATQRLKQDYLRIKKDPVPYICAEPLPSNILEWHYVVRGPEMTPYEGGYYHGKLIFPREFPFKPPSIYMITPNGRFKCNTRLCLSITDFHPDTWNPAWSVSTILTGLLSFMVEKGPTLGSIETSDFTKRQLAVQSLAFNLKDKVFCELFPEVVEEIKQKQKAQDELSSRPQTLPLPDVVPDGETHLVQNGIQLLNGHAPGAVPNLAGLQQANRHHGLLGGALANLFVIVGFAAFAYTVKYVLRSIAQE. Result: 0 (no interaction). (4) The miRNA is hsa-miR-4804-3p with sequence UGCUUAACCUUGCCCUCGAAA. The protein sequence of the target gene is MASETEKTHALLQTCSTESLISSLGLGAFCLVADRLLQFSTIQQNDWLRALSDNAVHCVIGMWSWAVVTGIKKKTDFGEIILAGFLASVIDVDHFFLAGSMSLKAALTLPRRPFLHCSTVIPVVVLTLKFTMHLFKLKDSWCFLPWMLFISWTSHHIRDGIRHGLWICPFGKTSPLPFWLYVIITSSLPHICSFVMYLTGTRQMMSSKHGVRIDV. Result: 0 (no interaction).